Dataset: Forward reaction prediction with 1.9M reactions from USPTO patents (1976-2016). Task: Predict the product of the given reaction. (1) Given the reactants [C:1]1([S:7](Cl)(=[O:9])=[O:8])[CH:6]=[CH:5][CH:4]=[CH:3][CH:2]=1.[Br:11][C:12]1[CH:13]=[C:14]([NH2:19])[C:15]([Cl:18])=[N:16][CH:17]=1.N1C=CC=CC=1, predict the reaction product. The product is: [Br:11][C:12]1[CH:13]=[C:14]([NH:19][S:7]([C:1]2[CH:6]=[CH:5][CH:4]=[CH:3][CH:2]=2)(=[O:9])=[O:8])[C:15]([Cl:18])=[N:16][CH:17]=1. (2) The product is: [C:1]([N:5]1[C:9]([C:10]2[CH:15]=[CH:14][C:13]([F:16])=[CH:12][CH:11]=2)=[C:8]([C:17]2[S:18][CH:19]=[C:20]([CH2:22][NH:40][C:43](=[O:47])[OH:48])[N:21]=2)[CH:7]=[N:6]1)([CH3:4])([CH3:3])[CH3:2]. Given the reactants [C:1]([N:5]1[C:9]([C:10]2[CH:15]=[CH:14][C:13]([F:16])=[CH:12][CH:11]=2)=[C:8]([C:17]2[S:18][CH:19]=[C:20]([CH2:22]C(O)=O)[N:21]=2)[CH:7]=[N:6]1)([CH3:4])([CH3:3])[CH3:2].C1(P([N:40]=[N+]=[N-])(C2C=CC=CC=2)=O)C=CC=CC=1.[C:43]([OH:47])(C)(C)C.[OH2:48], predict the reaction product. (3) Given the reactants [C:1]([C:3]1[CH:4]=[C:5](B(O)O)[CH:6]=[CH:7][CH:8]=1)#[N:2].[N:12]1([CH2:17][C:18]2[CH:19]=[CH:20][C:21](Br)=[N:22][CH:23]=2)[CH:16]=[CH:15][N:14]=[CH:13]1, predict the reaction product. The product is: [N:12]1([CH2:17][C:18]2[CH:19]=[CH:20][C:21]([C:7]3[CH:8]=[C:3]([CH:4]=[CH:5][CH:6]=3)[C:1]#[N:2])=[N:22][CH:23]=2)[CH:16]=[CH:15][N:14]=[CH:13]1. (4) The product is: [CH3:1][S:2]([C:5]1[CH:10]=[CH:9][C:8]([C:15]2[N:20]=[CH:19][C:18]([O:21][CH2:22][CH:23]3[CH2:24][CH2:25][N:26]([C:29]([O:31][C:32]([CH3:35])([CH3:34])[CH3:33])=[O:30])[CH2:27][CH2:28]3)=[CH:17][CH:16]=2)=[CH:7][CH:6]=1)(=[O:4])=[O:3]. Given the reactants [CH3:1][S:2]([C:5]1[CH:10]=[CH:9][C:8](B(O)O)=[CH:7][CH:6]=1)(=[O:4])=[O:3].Cl[C:15]1[N:20]=[CH:19][C:18]([O:21][CH2:22][CH:23]2[CH2:28][CH2:27][N:26]([C:29]([O:31][C:32]([CH3:35])([CH3:34])[CH3:33])=[O:30])[CH2:25][CH2:24]2)=[CH:17][CH:16]=1.C([O-])([O-])=O.[Na+].[Na+], predict the reaction product. (5) The product is: [N:20]12[CH2:24][CH2:23][CH2:22][C@@H:21]1[C:25](=[O:26])[O:27][CH2:28][CH2:29][CH:30]=[CH:31][CH2:2][CH2:1][O:5][C:6](=[O:7])[C@@H:8]1[N:9]([CH2:10][CH2:11][CH2:12]1)[C:13](=[O:32])[CH2:14][CH2:15][CH2:16][CH2:17][C:18]2=[O:19]. Given the reactants [CH2:1]([O:5][C:6]([C@H:8]1[CH2:12][CH2:11][CH2:10][N:9]1[C:13](=[O:32])[CH2:14][CH2:15][CH2:16][CH2:17][C:18]([N:20]1[CH2:24][CH2:23][CH2:22][C@@H:21]1[C:25]([O:27][CH2:28][CH2:29][CH:30]=[CH2:31])=[O:26])=[O:19])=[O:7])[CH2:2]C=C, predict the reaction product. (6) Given the reactants [CH2:1]([N:8]1[CH2:17][CH2:16][C:15]2[N:14]=[C:13]([NH:18][CH2:19][CH:20]([CH3:22])[CH3:21])[CH:12]=[CH:11][C:10]=2[CH2:9]1)[C:2]1[CH:7]=[CH:6][CH:5]=[CH:4][CH:3]=1.C=O.[C:25](O[BH-](OC(=O)C)OC(=O)C)(=O)C.[Na+].[OH-].[Na+], predict the reaction product. The product is: [CH2:1]([N:8]1[CH2:17][CH2:16][C:15]2[N:14]=[C:13]([N:18]([CH2:19][CH:20]([CH3:22])[CH3:21])[CH3:25])[CH:12]=[CH:11][C:10]=2[CH2:9]1)[C:2]1[CH:3]=[CH:4][CH:5]=[CH:6][CH:7]=1. (7) Given the reactants FC(F)(F)C(O)=O.[Cl:8][C:9]1[N:14]=[N:13][C:12]([NH:15][NH2:16])=[C:11]([CH2:17][CH3:18])[C:10]=1[CH3:19].[N:20]#[C:21]Br.C(=O)([O-])[O-].[K+].[K+], predict the reaction product. The product is: [Cl:8][C:9]1[C:10]([CH3:19])=[C:11]([CH2:17][CH3:18])[C:12]2[N:13]([C:21]([NH2:20])=[N:16][N:15]=2)[N:14]=1.